This data is from Forward reaction prediction with 1.9M reactions from USPTO patents (1976-2016). The task is: Predict the product of the given reaction. (1) Given the reactants Cl[CH2:2]CCC(Cl)=O.[Cl:8][CH2:9][CH2:10][CH2:11][C:12]([N:14]=[C:15]=[S:16])=[O:13].[CH3:17][O:18][C:19]1[CH:20]=[C:21]2[C:26](=[CH:27][C:28]=1[O:29][CH3:30])[N:25]=[CH:24]N=[C:22]2[O:31][C:32]1[CH:38]=[CH:37][C:35]([NH2:36])=[C:34]([F:39])[CH:33]=1.C1(C)C=CC=CC=1, predict the reaction product. The product is: [Cl:8][CH2:9][CH2:10][CH2:11][C:12]([N:14]=[C:15]=[S:16])=[O:13].[Cl:8][CH2:9][CH2:10][CH2:11][C:12]([NH:14][C:15]([NH:36][C:35]1[CH:37]=[CH:38][C:32]([O:31][C:22]2[C:21]3[C:26](=[CH:27][C:28]([O:29][CH3:30])=[C:19]([O:18][CH3:17])[CH:20]=3)[N:25]=[CH:24][CH:2]=2)=[CH:33][C:34]=1[F:39])=[S:16])=[O:13]. (2) Given the reactants [Br:1][C:2]1[S:6][C:5]([S:7]([N:10]2[CH:14]=[CH:13][C:12](/[CH:15]=[CH:16]/[C:17]([OH:19])=O)=[CH:11]2)(=[O:9])=[O:8])=[CH:4][CH:3]=1.CN(C=O)C.[O:25]1[CH2:30][CH2:29][CH2:28][CH2:27][CH:26]1[O:31][NH2:32], predict the reaction product. The product is: [Br:1][C:2]1[S:6][C:5]([S:7]([N:10]2[CH:14]=[CH:13][C:12](/[CH:15]=[CH:16]/[C:17]([NH:32][O:31][CH:26]3[CH2:27][CH2:28][CH2:29][CH2:30][O:25]3)=[O:19])=[CH:11]2)(=[O:8])=[O:9])=[CH:4][CH:3]=1. (3) The product is: [CH2:1]([O:8][C:9]([NH:11][C@@H:12]([CH2:17][NH:18][C:19]([O:21][C:22]([CH3:25])([CH3:24])[CH3:23])=[O:20])[C:13]([OH:15])=[O:14])=[O:10])[C:2]1[CH:3]=[CH:4][CH:5]=[CH:6][CH:7]=1. Given the reactants [CH2:1]([O:8][C:9]([NH:11][C@@H:12]([CH2:17][NH:18][C:19]([O:21][C:22]([CH3:25])([CH3:24])[CH3:23])=[O:20])[C:13]([O:15]C)=[O:14])=[O:10])[C:2]1[CH:7]=[CH:6][CH:5]=[CH:4][CH:3]=1.[OH-].[Li+].C(OCC)(=O)C, predict the reaction product. (4) Given the reactants C(=O)([O-])[O-].[K+].[K+].C1(S)C=CC=CC=1.[CH:14]([C:17]1[CH:22]=[CH:21][CH:20]=[CH:19][C:18]=1[N:23]1[CH2:28][CH2:27][N:26](S(C2C=CC([N+]([O-])=O)=CC=2)(=O)=O)[CH2:25][CH2:24]1)([CH3:16])[CH3:15], predict the reaction product. The product is: [CH:14]([C:17]1[CH:22]=[CH:21][CH:20]=[CH:19][C:18]=1[N:23]1[CH2:24][CH2:25][NH:26][CH2:27][CH2:28]1)([CH3:16])[CH3:15]. (5) Given the reactants Br[C:2]1[CH:7]=[CH:6][C:5]([C@@H:8]([NH:10][C:11]([C:13]2[CH:14]=[C:15]3[C:19](=[CH:20][CH:21]=2)[N:18]([CH2:22][C:23]2[CH:28]=[CH:27][C:26]([C:29]4[C:30]([C:35]([OH:37])=[O:36])=[CH:31][CH:32]=[CH:33][CH:34]=4)=[CH:25][CH:24]=2)[C:17]([CH3:38])=[C:16]3[CH3:39])=[O:12])[CH3:9])=[CH:4][CH:3]=1.[CH:40]1(B(O)O)[CH2:42][CH2:41]1.P([O-])([O-])([O-])=O.[K+].[K+].[K+].O, predict the reaction product. The product is: [CH:40]1([C:2]2[CH:7]=[CH:6][C:5]([C@@H:8]([NH:10][C:11]([C:13]3[CH:14]=[C:15]4[C:19](=[CH:20][CH:21]=3)[N:18]([CH2:22][C:23]3[CH:24]=[CH:25][C:26]([C:29]5[C:30]([C:35]([OH:37])=[O:36])=[CH:31][CH:32]=[CH:33][CH:34]=5)=[CH:27][CH:28]=3)[C:17]([CH3:38])=[C:16]4[CH3:39])=[O:12])[CH3:9])=[CH:4][CH:3]=2)[CH2:42][CH2:41]1. (6) Given the reactants [NH:1]1[CH2:5][CH2:4][CH2:3][CH2:2]1.[Li]CCCC.[Br:11][C:12]1[CH:17]=[C:16]([O:18][CH2:19][O:20][CH3:21])[CH:15]=[C:14](Br)[CH:13]=1.[Br-].[Li+], predict the reaction product. The product is: [Br:11][C:12]1[CH:13]=[C:14]([N:1]2[CH2:5][CH2:4][CH2:3][CH2:2]2)[CH:15]=[C:16]([O:18][CH2:19][O:20][CH3:21])[CH:17]=1. (7) Given the reactants [F:1][C:2]1[CH:24]=[CH:23][C:5]([O:6][C:7]2[CH:8]=[C:9]3[C:13](=[CH:14][C:15]=2[C:16]([NH2:18])=[O:17])[N:12]([CH2:19][CH:20]([CH3:22])[CH3:21])[N:11]=[CH:10]3)=[CH:4][CH:3]=1.[C:25](N1C=CN=C1)([N:27]1[CH:31]=[CH:30]N=[CH:28]1)=O, predict the reaction product. The product is: [CH3:25][N:27]([CH3:28])[CH2:31][CH2:30][NH:18][C:16]([C:15]1[CH:14]=[C:13]2[C:9]([CH:10]=[N:11][N:12]2[CH2:19][CH:20]([CH3:22])[CH3:21])=[CH:8][C:7]=1[O:6][C:5]1[CH:23]=[CH:24][C:2]([F:1])=[CH:3][CH:4]=1)=[O:17]. (8) Given the reactants [C:1]1(=O)[CH2:5][CH2:4][CH2:3][CH2:2]1.Cl.[F:8][CH2:9][CH2:10][NH2:11].C[Si]([C:16]#[N:17])(C)C, predict the reaction product. The product is: [F:8][CH2:9][CH2:10][NH:11][C:1]1([C:16]#[N:17])[CH2:5][CH2:4][CH2:3][CH2:2]1.